From a dataset of Experimentally validated miRNA-target interactions with 360,000+ pairs, plus equal number of negative samples. Binary Classification. Given a miRNA mature sequence and a target amino acid sequence, predict their likelihood of interaction. (1) The miRNA is mmu-miR-128-3p with sequence UCACAGUGAACCGGUCUCUUU. The protein sequence of the target gene is MGPGRCLLTALLLLALAPPPEASQYCGRLEYWNPDNKCCSSCLQRFGPPPCPDYEFRENCGLNDHGDFVTPPFRKCSSGQCNPDGAELCSPCGGGAVTPTPAAGGGRTPWRCRERPVPAKGHCPLTPGNPGAPSSQERSSPASSIAWRTPEPVPQQAWPNFLPLVVLVLLLTLAVIAILLFILLWHLCWPKEKADPYPYPGLVCGVPNTHTPSSSHLSSPGALETGDTWKEASLLPLLSRELSSLASQPLSRLLDELEVLEELIVLLDPEPGPGGGMAHGTTRHLAARYGLPAAWSTFAY.... Result: 0 (no interaction). (2) The miRNA is hsa-miR-1233-3p with sequence UGAGCCCUGUCCUCCCGCAG. The protein sequence of the target gene is MPLLGLLPRRAWASLLSQLLRPPCASCTGAVRCQSQVAEAVLTSQLKAHQEKPNFIIKTPKGTRDLSPQHMVVREKILDLVISCFKRHGAKGMDTPAFELKETLTEKYGEDSGLMYDLKDQGGELLSLRYDLTVPFARYLAMNKVKKMKRYHVGKVWRRESPTIVQGRYREFCQCDFDIAGQFDPMIPDAECLKIMCEILSGLQLGDFLIKVNDRRIVDGMFAVCGVPESKFRAICSSIDKLDKMAWKDVRHEMVVKKGLAPEVADRIGDYVQCHGGVSLVEQMFQDPRLSQNKQALEGL.... Result: 0 (no interaction). (3) The miRNA is mmu-miR-207 with sequence GCUUCUCCUGGCUCUCCUCCCUC. The protein sequence of the target gene is MAQETNHSQVPMLCSTGCGFYGNPRTNGMCSVCYKEHLQRQNSSNGRISPPATSVSSLSESLPVQCTDGSVPEAQSALDSTSSSMQPSPVSNQSLLSESVASSQLDSTSVDKAVPETEDVQASVSDTAQQPSEEQSKSLEKPKQKKNRCFMCRKKVGLTGFECRCGNVYCGVHRYSDVHNCSYNYKADAAEKIRKENPVVVGEKIQKI. Result: 0 (no interaction). (4) The miRNA is hsa-miR-4715-5p with sequence AAGUUGGCUGCAGUUAAGGUGG. The protein sequence of the target gene is MSLSGRERPAWPGSRLSWLLCCSALLSPAAGYVIVSSVSWAVTNEVDEELDSASTEEALPALLEDSSSIWQQSFPASAHKEDTHLRPRGSARARPAPAARGMFSYRRESGSSEASPGPRVHAGTARSLAHASSWGCLATVSTHEKIQGLPFGSCLAISDGPVHNSTGIPFFYMTAKDPAVADLVKNPTASLVLPESEGEFCRKNIVDPEDPRCARLTLTGRMVTVPPGEVEFAKQAMFSRHPGMRKWPRQYEWFFMKMWVEHIWLQKWYGGVSDIPREEYFKAAPRKA. Result: 0 (no interaction). (5) The miRNA is hsa-miR-3683 with sequence UGCGACAUUGGAAGUAGUAUCA. The protein sequence of the target gene is MREAAERRQQLQLEHDQALAVLSAKQQEIDLLQKSKVRELEEKCRTQSEQFNLLSRDLEKFRQHAGKIDLLGGSAVAPLDISTAPSKPFPQFMNGLATSLGKGQESAIGGSSAIGEYIRPLPQPGDRPEPLSAKPTFLSRSGSARCRSESDMENERNSNTSKQRYSGKVHLCVARYSYNPFDGPNENPEAELPLTAGKYLYVYGDMDEDGFYEGELLDGQRGLVPSNFVDFVQDNESRLASTLGNEQDQNFINHSGIGLEGEHILDLHSPTHIDAGITDNSAGTLDVNIDDIGEDIVPYP.... Result: 0 (no interaction). (6) The miRNA is hsa-miR-335-5p with sequence UCAAGAGCAAUAACGAAAAAUGU. The protein sequence of the target gene is MGNYKSRPTQTCTDEWKKKVSESYVITIERLEDDLQIKEKELTELRNIFGSDEAFSKVNLNYRTENGLSLLHLCCICGGKKSHIRTLMLKGLRPSRLTRNGFTALHLAVYKDNAELITSLLHSGADIQQVGYGGLTALHIATIAGHLEAADVLLQHGANVNIQDAVFFTPLHIAAYYGHEQVTRLLLKFGADVNVSGEVGDRPLHLASAKGFLNIAKLLMEEGSKADVNAQDNEDHVPLHFCSRFGHHDIVKYLLQSDLEVQPHVVNIYGDTPLHLACYNGKFEVAKEIIQISGTESLTK.... Result: 1 (interaction). (7) The miRNA is hsa-miR-6793-3p with sequence UCCCCAACCCCUGCCCGCAG. The protein sequence of the target gene is MIEYQIPVSFKDVVVGFTQEEWHRLSPAQRALYRDVMLETYSNLVSVGYEGTKPDVILRLEQEEAPWIGEAACPGCHCWEDIWRVNIQRKRRQDMLLRPGAAISKKTLPKEKSCEYNKFGKISLLSTDLFSSIQSPSNWNPCGKNLNHNLDLIGFKRNCAKKQDECYAYGKLLQRINHGRRPNGEKPRGCSHCEKAFTQNPALMYKPAVSDSLLYKRKRVPPTEKPHVCSECGKAFCYKSEFIRHQRSHTGEKPYGCTDCGKAFSHKSTLIKHQRIHTGVRPFECFFCGKAFTQKSHRTE.... Result: 1 (interaction). (8) The miRNA is hsa-miR-1587 with sequence UUGGGCUGGGCUGGGUUGGG. The protein sequence of the target gene is MTAEQALPLGNGKAAEEARGSETLGGGGGGAAGTREARDKAVHERGHWNNKVEFVLSVAGEIIGLGNVWRFPYLCYKNGGGAFLIPYVVFFICCGIPVFFLETALGQFTSEGGITCWRRVCPLFEGIGYATQVIEAHLNVYYIIILAWAIFYLSNCFTTELPWATCGHEWNTEKCVEFQKLNFSNYSHVSLQNATSPVMEFWERRVLAISDGIEHIGNLRWELALCLLAAWTICYFCIWKGTKSTGKVVYVTATFPYIMLLILLIRGVTLPGASEGIKFYLYPDLSRLSDPQVWVDAGTQ.... Result: 0 (no interaction). (9) The miRNA is cgr-miR-30a-5p with sequence UGUAAACAUCCUCGACUGGAAGC. The protein sequence of the target gene is MELPDPVRQRLGNFSRAVFSDSNRTGPESNEGPENEMVSSLALQMSLYFNTYYFPLWWVSSIMMLHMKYSILPDYYKFIVITVIILITLIEAIRLYLGYVGNLQEKVPELAGFWLLSLLLQLPLILFLLFNEGLTNLPLEKAIHIIFTLFLAFQVVAAFLTLRKMVNQLAVRFHLQDFDRLSANRGDMRRMRSCIEEI. Result: 0 (no interaction).